Dataset: Forward reaction prediction with 1.9M reactions from USPTO patents (1976-2016). Task: Predict the product of the given reaction. (1) Given the reactants [C:1]([OH:27])(=[O:26])[CH2:2][CH2:3][CH2:4][CH2:5][CH2:6][CH2:7][CH2:8][CH2:9][C:10]#[C:11][C:12]#[C:13][CH2:14][CH2:15][CH2:16][CH2:17][CH2:18][CH2:19][CH2:20][CH2:21][CH2:22][CH2:23]CC.[CH:28]1(N=C=NC2CCCCC2)CCCCC1.C(NC1CCCCC1)(NC1CCCCC1)=O.[Cl-].OCC[N+](CCO)(C)C, predict the reaction product. The product is: [C:1]([O:27][CH3:28])(=[O:26])[CH2:2][CH2:3][CH2:4][CH2:5][CH2:6][CH2:7][CH2:8][CH2:9][C:10]#[C:11][C:12]#[C:13][CH2:14][CH2:15][CH2:16][CH2:17][CH2:18][CH2:19][CH2:20][CH2:21][CH2:22][CH3:23]. (2) Given the reactants [Cl:1][C:2]1[CH:3]=[CH:4][C:5]2[N:11]3[C:12]([C:15]([F:18])([F:17])[F:16])=[N:13][N:14]=[C:10]3[C@@H:9]([CH2:19][C:20]([O:22][CH2:23][CH3:24])=[O:21])[O:8][C@H:7]([C:25]3[CH:30]=[CH:29][CH:28]=[C:27]([O:31][CH3:32])[C:26]=3[F:33])[C:6]=2[CH:34]=1.CCCCCC, predict the reaction product. The product is: [Cl:1][C:2]1[CH:3]=[CH:4][C:5]2[N:11]3[C:12]([C:15]([F:18])([F:17])[F:16])=[N:13][N:14]=[C:10]3[C@@H:9]([CH2:19][C:20]([O:22][CH2:23][CH3:24])=[O:21])[O:8][C@H:7]([C:25]3[CH:30]=[CH:29][CH:28]=[C:27]([O:31][CH3:32])[C:26]=3[F:33])[C:6]=2[CH:34]=1.[Cl:1][C:2]1[CH:3]=[CH:4][C:5]2[N:11]3[C:12]([C:15]([F:18])([F:17])[F:16])=[N:13][N:14]=[C:10]3[C@H:9]([CH2:19][C:20]([O:22][CH2:23][CH3:24])=[O:21])[O:8][C@@H:7]([C:25]3[CH:30]=[CH:29][CH:28]=[C:27]([O:31][CH3:32])[C:26]=3[F:33])[C:6]=2[CH:34]=1. (3) Given the reactants [Cl:1][CH2:2][CH2:3][CH2:4][CH2:5][CH2:6][C:7]([NH:9][C:10]1[CH:15]=[CH:14][CH:13]=[CH:12][C:11]=1[OH:16])=O.O.C1(C)C=CC(S(O)(=O)=O)=CC=1, predict the reaction product. The product is: [Cl:1][CH2:2][CH2:3][CH2:4][CH2:5][CH2:6][C:7]1[O:16][C:11]2[CH:12]=[CH:13][CH:14]=[CH:15][C:10]=2[N:9]=1. (4) Given the reactants [NH2:1][C:2]1[CH:7]=[CH:6][C:5]([C:8]2[CH:16]=[C:15]3[C:11]([CH2:12][N:13]([C@@H:18]([CH:23]([CH3:25])[CH3:24])[C:19]([O:21][CH3:22])=[O:20])[C:14]3=[O:17])=[CH:10][CH:9]=2)=[CH:4][CH:3]=1.[F:26][C:27]1[CH:28]=[C:29]([N:34]=[C:35]=[O:36])[CH:30]=[C:31]([F:33])[CH:32]=1, predict the reaction product. The product is: [CH3:22][O:21][C:19](=[O:20])[C@@H:18]([N:13]1[CH2:12][C:11]2[C:15](=[CH:16][C:8]([C:5]3[CH:4]=[CH:3][C:2]([NH:1][C:35]([NH:34][C:29]4[CH:30]=[C:31]([F:33])[CH:32]=[C:27]([F:26])[CH:28]=4)=[O:36])=[CH:7][CH:6]=3)=[CH:9][CH:10]=2)[C:14]1=[O:17])[CH:23]([CH3:25])[CH3:24]. (5) Given the reactants [O:1]=[C:2]1[CH2:11][N:10]([C:12]2[CH:17]=[CH:16][CH:15]=[CH:14][CH:13]=2)[C:9]2[N:8]=[C:7]([C:18]3[CH:23]=[CH:22][N:21]=[CH:20][CH:19]=3)[N:6]=[C:5]([C:24]([O:26]CC)=O)[C:4]=2[NH:3]1.ClC1N=C(C(OCC)=O)C2NC(=O)CN(C3C=CC=CC=3)C=2[N:31]=1.C([Sn](CCCC)(CCCC)C1C=CN=CC=1)CCC, predict the reaction product. The product is: [O:1]=[C:2]1[CH2:11][N:10]([C:12]2[CH:17]=[CH:16][CH:15]=[CH:14][CH:13]=2)[C:9]2[N:8]=[C:7]([C:18]3[CH:19]=[CH:20][N:21]=[CH:22][CH:23]=3)[N:6]=[C:5]([C:24]([NH2:31])=[O:26])[C:4]=2[NH:3]1. (6) The product is: [F:32][C:2]1([F:1])[O:6][C:5]2[CH:7]=[CH:8][C:9]([C:11]3([C:14]([NH:16][C:17]4[CH:22]=[CH:21][C:20]([CH3:23])=[C:19]([C:24]5[CH:25]=[N:26][C:27]([OH:30])=[N:28][CH:29]=5)[N:18]=4)=[O:15])[CH2:12][CH2:13]3)=[CH:10][C:4]=2[O:3]1. Given the reactants [F:1][C:2]1([F:32])[O:6][C:5]2[CH:7]=[CH:8][C:9]([C:11]3([C:14]([NH:16][C:17]4[CH:22]=[CH:21][C:20]([CH3:23])=[C:19]([C:24]5[CH:25]=[N:26][C:27]([O:30]C)=[N:28][CH:29]=5)[N:18]=4)=[O:15])[CH2:13][CH2:12]3)=[CH:10][C:4]=2[O:3]1.[Si](I)(C)(C)C, predict the reaction product. (7) The product is: [CH:7]1([N:6]2[C:2]([N:21]3[CH2:22][CH2:23][CH2:24][C@@H:18]([NH:17][C:15](=[O:16])[C:14]([F:25])([F:13])[F:26])[CH2:19][CH2:20]3)=[C:3]([N+:10]([O-:12])=[O:11])[CH:4]=[N:5]2)[CH2:9][CH2:8]1. Given the reactants Cl[C:2]1[N:6]([CH:7]2[CH2:9][CH2:8]2)[N:5]=[CH:4][C:3]=1[N+:10]([O-:12])=[O:11].[F:13][C:14]([F:26])([F:25])[C:15]([NH:17][C@@H:18]1[CH2:24][CH2:23][CH2:22][NH:21][CH2:20][CH2:19]1)=[O:16], predict the reaction product.